From a dataset of Reaction yield outcomes from USPTO patents with 853,638 reactions. Predict the reaction yield, written as a fraction of the theoretical maximum amount of product (1.0 means a 100% yield; for example, 0.34 means a 34% yield). (1) The reactants are I[CH2:2][C@@H:3]([CH3:16])[CH2:4][N:5]1[C:14]2[C:9](=[CH:10][CH:11]=[CH:12][CH:13]=2)[CH2:8][CH2:7][C:6]1=[O:15].[CH2:17]([O:20][CH:21]1[CH2:26][CH2:25][NH:24][CH2:23][CH2:22]1)[CH2:18][CH3:19]. The catalyst is CC#N. The product is [CH3:16][C@H:3]([CH2:2][N:24]1[CH2:25][CH2:26][CH:21]([O:20][CH2:17][CH2:18][CH3:19])[CH2:22][CH2:23]1)[CH2:4][N:5]1[C:14]2[C:9](=[CH:10][CH:11]=[CH:12][CH:13]=2)[CH2:8][CH2:7][C:6]1=[O:15]. The yield is 0.380. (2) The catalyst is C1COCC1. The product is [CH3:10][O:11][C:12]([C:14]1[N:15]=[C:16]([CH2:7][CH:1]2[CH2:6][CH2:5][CH2:4][CH2:3][CH2:2]2)[N:17]([CH3:29])[C:18](=[O:28])[C:19]=1[O:20][CH2:21][C:22]1[CH:27]=[CH:26][CH:25]=[CH:24][CH:23]=1)=[O:13]. The reactants are [CH:1]1([CH2:7][Mg]Br)[CH2:6][CH2:5][CH2:4][CH2:3][CH2:2]1.[CH3:10][O:11][C:12]([C:14]1[N:15]=[C:16](S(C)(=O)=O)[N:17]([CH3:29])[C:18](=[O:28])[C:19]=1[O:20][CH2:21][C:22]1[CH:27]=[CH:26][CH:25]=[CH:24][CH:23]=1)=[O:13]. The yield is 0.700.